Dataset: Forward reaction prediction with 1.9M reactions from USPTO patents (1976-2016). Task: Predict the product of the given reaction. (1) Given the reactants ON1C2C=CC=CC=2N=N1.CC[N+](CCCN(C)C)=C=N.[C:22]1([C:28]2([C:33]([OH:35])=O)[CH2:32][CH2:31][CH2:30][CH2:29]2)[CH:27]=[CH:26][CH:25]=[CH:24][CH:23]=1.[CH2:36]([N:43]1[CH2:47][C@H:46]2[CH:48]([NH2:51])[CH2:49][CH2:50][C@H:45]2[CH2:44]1)[C:37]1[CH:42]=[CH:41][CH:40]=[CH:39][CH:38]=1, predict the reaction product. The product is: [CH2:36]([N:43]1[CH2:47][C@H:46]2[C@H:48]([NH:51][C:33]([C:28]3([C:22]4[CH:23]=[CH:24][CH:25]=[CH:26][CH:27]=4)[CH2:29][CH2:30][CH2:31][CH2:32]3)=[O:35])[CH2:49][CH2:50][C@H:45]2[CH2:44]1)[C:37]1[CH:38]=[CH:39][CH:40]=[CH:41][CH:42]=1. (2) Given the reactants Br[C:2]1[CH:7]=[CH:6][C:5](/[CH:8]=[CH:9]/[C:10]2[NH:11][CH:12]=[C:13]([C:15]3[CH:20]=[CH:19][C:18]([Cl:21])=[CH:17][C:16]=3[Cl:22])[N:14]=2)=[CH:4][CH:3]=1.[CH3:23][O:24][C:25]1[CH:26]=[C:27](B(O)O)[CH:28]=[CH:29][C:30]=1[O:31][CH3:32], predict the reaction product. The product is: [Cl:22][C:16]1[CH:17]=[C:18]([Cl:21])[CH:19]=[CH:20][C:15]=1[C:13]1[N:14]=[C:10](/[CH:9]=[CH:8]/[C:5]2[CH:6]=[CH:7][C:2]([C:28]3[CH:27]=[CH:26][C:25]([O:24][CH3:23])=[C:30]([O:31][CH3:32])[CH:29]=3)=[CH:3][CH:4]=2)[NH:11][CH:12]=1. (3) The product is: [C:1]1([S:7]([N:10]2[C:14]3=[N:15][CH:16]=[C:17]([O:19][CH3:20])[CH:18]=[C:13]3[CH:12]=[C:11]2[C:21]([O:29][S:46]([C:43]2[CH:44]=[CH:45][C:40]([CH3:60])=[CH:41][CH:42]=2)(=[O:48])=[O:47])=[CH:22][CH:23]2[CH2:24][CH2:25][CH2:26][CH2:27][CH2:28]2)(=[O:9])=[O:8])[CH:2]=[CH:3][CH:4]=[CH:5][CH:6]=1. Given the reactants [C:1]1([S:7]([N:10]2[C:14]3=[N:15][CH:16]=[C:17]([O:19][CH3:20])[CH:18]=[C:13]3[CH:12]=[C:11]2[C:21](=[O:29])[CH2:22][CH:23]2[CH2:28][CH2:27][CH2:26][CH2:25][CH2:24]2)(=[O:9])=[O:8])[CH:6]=[CH:5][CH:4]=[CH:3][CH:2]=1.C[Si]([N-][Si](C)(C)C)(C)C.[Li+].[C:40]1([CH3:60])[CH:45]=[CH:44][C:43]([S:46](O[S:46]([C:43]2[CH:44]=[CH:45][C:40]([CH3:60])=[CH:41][CH:42]=2)(=[O:48])=[O:47])(=[O:48])=[O:47])=[CH:42][CH:41]=1, predict the reaction product. (4) Given the reactants [F:1][C:2]1[CH:30]=[C:29]([N+:31]([O-])=O)[CH:28]=[CH:27][C:3]=1[O:4][C:5]1[CH:10]=[CH:9][N:8]=[C:7]2[CH:11]=[C:12]([C:14]3[N:15]([CH3:26])[C:16]([CH2:19][N:20]4[CH2:24][CH2:23][CH2:22][C:21]4=[O:25])=[CH:17][N:18]=3)[S:13][C:6]=12.[Cl-].[NH4+], predict the reaction product. The product is: [NH2:31][C:29]1[CH:28]=[CH:27][C:3]([O:4][C:5]2[CH:10]=[CH:9][N:8]=[C:7]3[CH:11]=[C:12]([C:14]4[N:15]([CH3:26])[C:16]([CH2:19][N:20]5[CH2:24][CH2:23][CH2:22][C:21]5=[O:25])=[CH:17][N:18]=4)[S:13][C:6]=23)=[C:2]([F:1])[CH:30]=1. (5) Given the reactants [NH2:1][C:2]1[C:12]([O:13][CH3:14])=[CH:11][CH:10]=[C:4]2[C:5]([O:7][C:8](=[O:9])[C:3]=12)=[O:6].[CH2:15]([O:17][C:18]1[CH:19]=[C:20]([C@H:26]([NH2:32])[CH2:27][S:28]([CH3:31])(=[O:30])=[O:29])[CH:21]=[CH:22][C:23]=1[O:24][CH3:25])[CH3:16], predict the reaction product. The product is: [NH2:1][C:2]1[C:12]([O:13][CH3:14])=[CH:11][CH:10]=[C:4]2[C:5]([O:7][C:8](=[O:9])[C:3]=12)=[O:6].[NH2:1][C:2]1[C:12]([O:13][CH3:14])=[CH:11][CH:10]=[C:4]2[C:3]=1[C:8](=[O:9])[N:32]([C@@H:26]([C:20]1[CH:21]=[CH:22][C:23]([O:24][CH3:25])=[C:18]([O:17][CH2:15][CH3:16])[CH:19]=1)[CH2:27][S:28]([CH3:31])(=[O:30])=[O:29])[C:5]2=[O:7].